This data is from Full USPTO retrosynthesis dataset with 1.9M reactions from patents (1976-2016). The task is: Predict the reactants needed to synthesize the given product. (1) Given the product [CH3:50][N:32]([CH3:31])[C:33]1([C:43]2[CH:44]=[CH:45][C:46]([F:49])=[CH:47][CH:48]=2)[CH2:38][CH2:37][C:36](=[CH:39][C:40]([NH:11][CH2:12][CH2:13][C:14]2[C:22]3[C:17](=[CH:18][CH:19]=[CH:20][CH:21]=3)[NH:16][CH:15]=2)=[O:41])[CH2:35][CH2:34]1, predict the reactants needed to synthesize it. The reactants are: ON1C2C=CC=CC=2N=N1.[NH2:11][CH2:12][CH2:13][C:14]1[C:22]2[C:17](=[CH:18][CH:19]=[CH:20][CH:21]=2)[NH:16][CH:15]=1.CN1CCOCC1.Cl.[CH3:31][N:32]([CH3:50])[C:33]1([C:43]2[CH:48]=[CH:47][C:46]([F:49])=[CH:45][CH:44]=2)[CH2:38][CH2:37][C:36](=[CH:39][C:40](O)=[O:41])[CH2:35][CH2:34]1.C1(N=C=NC2CCCCC2)CCCCC1.[OH-].[Na+]. (2) Given the product [CH3:12][CH:8]1[CH2:7][C:6]2[C:10](=[C:2]([C:15]3[CH:20]=[CH:19][CH:18]=[CH:17][N:16]=3)[CH:3]=[CH:4][CH:5]=2)[C:9]1=[O:11], predict the reactants needed to synthesize it. The reactants are: Br[C:2]1[CH:3]=[CH:4][CH:5]=[C:6]2[C:10]=1[C:9](=[O:11])[CH:8]([CH3:12])[CH2:7]2.C[Sn](C)(C)[C:15]1[CH:20]=[CH:19][CH:18]=[CH:17][N:16]=1.O.